Dataset: Reaction yield outcomes from USPTO patents with 853,638 reactions. Task: Predict the reaction yield, written as a fraction of the theoretical maximum amount of product (1.0 means a 100% yield; for example, 0.34 means a 34% yield). The reactants are [OH:1][C:2]1[C:7]([CH3:8])=[N:6][N:5]([CH3:9])[C:4](=[O:10])[C:3]=1C(OC)=O.Cl. The catalyst is O1CCOCC1.CCOC(C)=O. The product is [OH:1][C:2]1[C:7]([CH3:8])=[N:6][N:5]([CH3:9])[C:4](=[O:10])[CH:3]=1. The yield is 0.350.